From a dataset of Peptide-MHC class II binding affinity with 134,281 pairs from IEDB. Regression. Given a peptide amino acid sequence and an MHC pseudo amino acid sequence, predict their binding affinity value. This is MHC class II binding data. (1) The peptide sequence is NAGFKAAVAAAAVVP. The MHC is DRB1_1302 with pseudo-sequence DRB1_1302. The binding affinity (normalized) is 0.494. (2) The peptide sequence is LGTCQTLTPMMSSKF. The MHC is HLA-DPA10103-DPB10201 with pseudo-sequence HLA-DPA10103-DPB10201. The binding affinity (normalized) is 0.202. (3) The peptide sequence is FRAAMATTANVPPAD. The MHC is HLA-DPA10201-DPB11401 with pseudo-sequence HLA-DPA10201-DPB11401. The binding affinity (normalized) is 0.187. (4) The peptide sequence is YTKKEAFNVENGNAT. The MHC is DRB1_0802 with pseudo-sequence DRB1_0802. The binding affinity (normalized) is 0.305. (5) The peptide sequence is KLIADSIDFNQVAQV. The MHC is DRB1_1101 with pseudo-sequence DRB1_1101. The binding affinity (normalized) is 0.453. (6) The peptide sequence is ILRQLLTGGVKKGRPSLKLQ. The MHC is DRB1_0405 with pseudo-sequence DRB1_0405. The binding affinity (normalized) is 0.156.